From a dataset of Full USPTO retrosynthesis dataset with 1.9M reactions from patents (1976-2016). Predict the reactants needed to synthesize the given product. Given the product [Br:1][C:2]1[CH:7]=[CH:6][C:5]([S:8][CH:9]2[CH2:14][CH2:13][N:12]([C:15]([O:17][C:18]([CH3:20])([CH3:19])[CH3:21])=[O:16])[CH2:11][C:10]2=[O:22])=[CH:4][CH:3]=1, predict the reactants needed to synthesize it. The reactants are: [Br:1][C:2]1[CH:7]=[CH:6][C:5]([S:8][CH:9]2[CH2:14][CH2:13][N:12]([C:15]([O:17][C:18]([CH3:21])([CH3:20])[CH3:19])=[O:16])[CH2:11][CH:10]2[OH:22])=[CH:4][CH:3]=1.CC(OI1(OC(C)=O)(OC(C)=O)OC(=O)C2C=CC=CC1=2)=O.